From a dataset of Reaction yield outcomes from USPTO patents with 853,638 reactions. Predict the reaction yield, written as a fraction of the theoretical maximum amount of product (1.0 means a 100% yield; for example, 0.34 means a 34% yield). (1) The reactants are [F:1][C:2]1[CH:18]=[CH:17][C:5]([CH2:6][C:7]2[O:11][N:10]=[C:9]([C:12]([O:14]CC)=O)[N:8]=2)=[C:4]([C:19]([F:22])([F:21])[F:20])[CH:3]=1.Cl.[Cl:24][C:25]1[CH:26]=[C:27]2[C:31](=[CH:32][CH:33]=1)[NH:30][CH:29]=[C:28]2[CH2:34][CH2:35][NH2:36].CN(C(ON1N=NC2C=CC=NC1=2)=[N+](C)C)C.F[P-](F)(F)(F)(F)F.C(N(CC)C(C)C)(C)C. The catalyst is C1COCC1.[OH-].[Na+].O.CN(C=O)C. The product is [Cl:24][C:25]1[CH:26]=[C:27]2[C:31](=[CH:32][CH:33]=1)[NH:30][CH:29]=[C:28]2[CH2:34][CH2:35][NH:36][C:12]([C:9]1[N:8]=[C:7]([CH2:6][C:5]2[CH:17]=[CH:18][C:2]([F:1])=[CH:3][C:4]=2[C:19]([F:20])([F:21])[F:22])[O:11][N:10]=1)=[O:14]. The yield is 0.140. (2) The reactants are CC1(C)COB([C:8]2[CH:9]=[CH:10][C:11]3[O:15][C:14](=[O:16])[N:13]([CH3:17])[C:12]=3[CH:18]=2)OC1.[C:20]([O:24][C:25](=[O:38])[NH:26][C@H:27]([C:36]#[N:37])[CH2:28][C:29]1[CH:34]=[CH:33][C:32](I)=[CH:31][CH:30]=1)([CH3:23])([CH3:22])[CH3:21].C(=O)([O-])[O-].[K+].[K+].C(Cl)Cl. The catalyst is O1CCOCC1.O.C1C=CC(P(C2C=CC=CC=2)[C-]2C=CC=C2)=CC=1.C1C=CC(P(C2C=CC=CC=2)[C-]2C=CC=C2)=CC=1.Cl[Pd]Cl.[Fe+2]. The product is [C:20]([O:24][C:25](=[O:38])[NH:26][C@H:27]([C:36]#[N:37])[CH2:28][C:29]1[CH:30]=[CH:31][C:32]([C:8]2[CH:9]=[CH:10][C:11]3[O:15][C:14](=[O:16])[N:13]([CH3:17])[C:12]=3[CH:18]=2)=[CH:33][CH:34]=1)([CH3:23])([CH3:21])[CH3:22]. The yield is 0.770.